From a dataset of Forward reaction prediction with 1.9M reactions from USPTO patents (1976-2016). Predict the product of the given reaction. Given the reactants [CH2:1](I)[CH3:2].[H-].[Na+].[C:6]([O:10][C:11](=[O:27])[NH:12][CH2:13][CH2:14][C:15]1[CH:19]=[CH:18][N:17]([C:20]2[CH:25]=[CH:24][C:23]([F:26])=[CH:22][N:21]=2)[N:16]=1)([CH3:9])([CH3:8])[CH3:7].[NH4+].[Cl-], predict the reaction product. The product is: [CH2:1]([N:12]([CH2:13][CH2:14][C:15]1[CH:19]=[CH:18][N:17]([C:20]2[CH:25]=[CH:24][C:23]([F:26])=[CH:22][N:21]=2)[N:16]=1)[C:11](=[O:27])[O:10][C:6]([CH3:9])([CH3:7])[CH3:8])[CH3:2].